From a dataset of Full USPTO retrosynthesis dataset with 1.9M reactions from patents (1976-2016). Predict the reactants needed to synthesize the given product. (1) Given the product [F:20][C:21]1[CH:26]=[CH:25][C:24]([C:2]2[CH:3]=[N:4][C:5]3[N:6]([CH:8]=[C:9]([CH2:11][O:12][C:13]4[CH:14]=[N:15][C:16]([F:19])=[CH:17][CH:18]=4)[N:10]=3)[CH:7]=2)=[C:23]([CH3:30])[CH:22]=1, predict the reactants needed to synthesize it. The reactants are: Br[C:2]1[CH:3]=[N:4][C:5]2[N:6]([CH:8]=[C:9]([CH2:11][O:12][C:13]3[CH:14]=[N:15][C:16]([F:19])=[CH:17][CH:18]=3)[N:10]=2)[CH:7]=1.[F:20][C:21]1[CH:26]=[CH:25][C:24](B(O)O)=[C:23]([CH3:30])[CH:22]=1. (2) Given the product [Br:1][C:2]1[CH:7]=[CH:6][C:5]([O:8][CH2:19][C:17]([OH:18])([C:16]([F:15])([F:24])[F:25])[C:20]([F:23])([F:22])[F:21])=[CH:4][C:3]=1[C:9]([F:10])([F:11])[F:12], predict the reactants needed to synthesize it. The reactants are: [Br:1][C:2]1[CH:7]=[CH:6][C:5]([OH:8])=[CH:4][C:3]=1[C:9]([F:12])([F:11])[F:10].[H-].[Na+].[F:15][C:16]([F:25])([F:24])[C:17]1([C:20]([F:23])([F:22])[F:21])[CH2:19][O:18]1. (3) Given the product [CH:1]12[CH2:7][CH:4]([CH2:5][CH2:6]1)[CH2:3][CH:2]2[C:8]1[NH:12][C:11]2[C:13]([O:21][CH3:22])=[CH:14][CH:15]=[C:16]([C:17]([OH:19])=[O:18])[C:10]=2[N:9]=1, predict the reactants needed to synthesize it. The reactants are: [CH:1]12[CH2:7][CH:4]([CH2:5][CH2:6]1)[CH2:3][CH:2]2[C:8]1[NH:12][C:11]2[C:13]([O:21][CH3:22])=[CH:14][CH:15]=[C:16]([C:17]([O:19]C)=[O:18])[C:10]=2[N:9]=1.